From a dataset of Peptide-MHC class I binding affinity with 185,985 pairs from IEDB/IMGT. Regression. Given a peptide amino acid sequence and an MHC pseudo amino acid sequence, predict their binding affinity value. This is MHC class I binding data. (1) The peptide sequence is VMYAFTTPLI. The MHC is HLA-A02:01 with pseudo-sequence HLA-A02:01. The binding affinity (normalized) is 0.894. (2) The peptide sequence is LLWTLVVLL. The MHC is HLA-B45:01 with pseudo-sequence HLA-B45:01. The binding affinity (normalized) is 0. (3) The MHC is HLA-A03:01 with pseudo-sequence HLA-A03:01. The peptide sequence is SCMVNHSTYY. The binding affinity (normalized) is 0.574. (4) The peptide sequence is EDFEIFYNL. The MHC is HLA-B07:02 with pseudo-sequence HLA-B07:02. The binding affinity (normalized) is 0.213. (5) The peptide sequence is GITIQYNL. The MHC is H-2-Db with pseudo-sequence H-2-Db. The binding affinity (normalized) is 0.0574. (6) The binding affinity (normalized) is 0.0847. The MHC is HLA-B15:17 with pseudo-sequence HLA-B15:17. The peptide sequence is YYKDDISYF. (7) The peptide sequence is SQIETGTPF. The MHC is HLA-B57:01 with pseudo-sequence HLA-B57:01. The binding affinity (normalized) is 0.0847.